Dataset: Reaction yield outcomes from USPTO patents with 853,638 reactions. Task: Predict the reaction yield, written as a fraction of the theoretical maximum amount of product (1.0 means a 100% yield; for example, 0.34 means a 34% yield). (1) The catalyst is CN(C=O)C. The reactants are [NH:1]1[CH:5]=[CH:4][C:3]([C:6]([O:8][CH3:9])=[O:7])=[N:2]1.C(=O)([O-])[O-].[Cs+].[Cs+].CS(O[CH2:21][C:22]([F:25])([F:24])[F:23])(=O)=O.O. The product is [F:23][C:22]([F:25])([F:24])[CH2:21][N:1]1[CH:5]=[CH:4][C:3]([C:6]([O:8][CH3:9])=[O:7])=[N:2]1. The yield is 0.190. (2) The reactants are [F:1][C:2]([F:16])([F:15])[O:3][C:4]1[CH:5]=[C:6]2[C:10](=[CH:11][CH:12]=1)[NH:9][C:8](=[O:13])[C:7]2=[O:14].[OH-].[K+].[Cl:19][C:20]1[CH:25]=[CH:24][C:23](/[CH:26]=[CH:27]/[CH2:28]Cl)=[CH:22][C:21]=1[Cl:30].O. The catalyst is CS(C)=O.CCO. The product is [Cl:30][C:21]1[CH:22]=[C:23](/[CH:26]=[CH:27]/[CH2:28][N:9]2[C:10]3[C:6](=[CH:5][C:4]([O:3][C:2]([F:1])([F:15])[F:16])=[CH:12][CH:11]=3)[C:7](=[O:14])[C:8]2=[O:13])[CH:24]=[CH:25][C:20]=1[Cl:19]. The yield is 0.510. (3) The reactants are FC(F)(F)S(O[C:7]1[C:8]([C:18]([N:20]([O:22][CH3:23])[CH3:21])=[O:19])=[CH:9][C:10]([Cl:17])=[C:11]2[C:16]=1[N:15]=[CH:14][CH:13]=[CH:12]2)(=O)=O.[F:26][C:27]1[CH:28]=[C:29]([Zn]I)[CH:30]=[CH:31][CH:32]=1. The catalyst is O1CCCC1.C1C=CC([P]([Pd]([P](C2C=CC=CC=2)(C2C=CC=CC=2)C2C=CC=CC=2)([P](C2C=CC=CC=2)(C2C=CC=CC=2)C2C=CC=CC=2)[P](C2C=CC=CC=2)(C2C=CC=CC=2)C2C=CC=CC=2)(C2C=CC=CC=2)C2C=CC=CC=2)=CC=1. The product is [Cl:17][C:10]1[CH:9]=[C:8]([C:18]([N:20]([O:22][CH3:23])[CH3:21])=[O:19])[C:7]([C:31]2[CH:30]=[CH:29][CH:28]=[C:27]([F:26])[CH:32]=2)=[C:16]2[C:11]=1[CH:12]=[CH:13][CH:14]=[N:15]2. The yield is 0.890.